From a dataset of Full USPTO retrosynthesis dataset with 1.9M reactions from patents (1976-2016). Predict the reactants needed to synthesize the given product. (1) The reactants are: [Li].C1(C)C=CC=CC=1.[F:9][C:10]1[CH:11]=[C:12]([CH:16]=[C:17]([F:21])[C:18]=1[O:19][CH3:20])[C:13](O)=[O:14].S(=O)(=O)(O)O. Given the product [F:9][C:10]1[CH:11]=[C:12]([CH2:13][OH:14])[CH:16]=[C:17]([F:21])[C:18]=1[O:19][CH3:20], predict the reactants needed to synthesize it. (2) Given the product [CH2:15]([N:36]1[C:32](=[O:42])[C:33]2[C:34](=[CH:38][CH:39]=[CH:40][CH:41]=2)[C:35]1=[O:37])[CH2:14][C:13]#[CH:18], predict the reactants needed to synthesize it. The reactants are: N(C(OCC)=O)=NC(OCC)=O.[C:13]1(P([C:13]2[CH:18]=CC=[CH:15][CH:14]=2)[C:13]2[CH:18]=CC=[CH:15][CH:14]=2)[CH:18]=CC=[CH:15][CH:14]=1.[C:32]1(=[O:42])[NH:36][C:35](=[O:37])[C:34]2=[CH:38][CH:39]=[CH:40][CH:41]=[C:33]12.CO.